This data is from Peptide-MHC class I binding affinity with 185,985 pairs from IEDB/IMGT. The task is: Regression. Given a peptide amino acid sequence and an MHC pseudo amino acid sequence, predict their binding affinity value. This is MHC class I binding data. (1) The MHC is HLA-A02:03 with pseudo-sequence HLA-A02:03. The binding affinity (normalized) is 0.903. The peptide sequence is FLCLFLLPSL. (2) The peptide sequence is RAVPPNPTI. The MHC is HLA-B08:01 with pseudo-sequence HLA-B08:01. The binding affinity (normalized) is 0.0847.